Task: Regression. Given a target protein amino acid sequence and a drug SMILES string, predict the binding affinity score between them. We predict pIC50 (pIC50 = -log10(IC50 in M); higher means more potent). Dataset: bindingdb_ic50.. Dataset: Drug-target binding data from BindingDB using IC50 measurements (1) The compound is COc1cc(OC)c2c(c1Cl)CC(=O)CCCC[C@H]1O[C@@H]1CC(C)OC2=O. The target protein (P02829) has sequence MASETFEFQAEITQLMSLIINTVYSNKEIFLRELISNASDALDKIRYKSLSDPKQLETEPDLFIRITPKPEQKVLEIRDSGIGMTKAELINNLGTIAKSGTKAFMEALSAGADVSMIGQFGVGFYSLFLVADRVQVISKSNDDEQYIWESNAGGSFTVTLDEVNERIGRGTILRLFLKDDQLEYLEEKRIKEVIKRHSEFVAYPIQLVVTKEVEKEVPIPEEEKKDEEKKDEEKKDEDDKKPKLEEVDEEEEKKPKTKKVKEEVQEIEELNKTKPLWTRNPSDITQEEYNAFYKSISNDWEDPLYVKHFSVEGQLEFRAILFIPKRAPFDLFESKKKKNNIKLYVRRVFITDEAEDLIPEWLSFVKGVVDSEDLPLNLSREMLQQNKIMKVIRKNIVKKLIEAFNEIAEDSEQFEKFYSAFSKNIKLGVHEDTQNRAALAKLLRYNSTKSVDELTSLTDYVTRMPEHQKNIYYITGESLKAVEKSPFLDALKAKNFEVLF.... The pIC50 is 4.0. (2) The small molecule is O=C1CCc2c(Oc3ccc4c(c3)[C@H]3[C@H](NC(=O)Nc5cccc(C(F)(F)F)c5F)[C@H]3O4)ccnc2N1. The target protein sequence is SQPKTPVPAQRERAPVSGTQEKNKIRPRGQRDSSDDWEIEASEVMLSTRIGSGSFGTVYKGKWHGDVAVKILKVVDPTPEQFQAFRNEVAVLRKTRHVNILLFMGYMTKDNLAIVTQWCEGSSLYKHLHVQETKFQMFQLIDIARQTAQGMDYLHAKNIIHRDMKSNNIFLHEGLTVKIGDFGLATVKSRWSGSQQVEQPTGSVLWMAPEVIRMQDNNPFSFQSDVYSYGIVLYELMTGELPYSHINNRDQIIFMVGRGYASPDLSKLYKNCPKAMKRLVADCVKKVKEERPLFPQILSSIELLQHSLPKINRSASEPSLHRAAHTEDINACTLTTSPRLPVF. The pIC50 is 6.0. (3) The compound is CC(=O)N1c2ccc(NC(=O)NCc3ccc(Cl)cc3)cc2C(C)(c2ccccc2)CC1(C)C. The target protein (P16473) has sequence MRPADLLQLVLLLDLPRDLGGMGCSSPPCECHQEEDFRVTCKDIQRIPSLPPSTQTLKLIETHLRTIPSHAFSNLPNISRIYVSIDVTLQQLESHSFYNLSKVTHIEIRNTRNLTYIDPDALKELPLLKFLGIFNTGLKMFPDLTKVYSTDIFFILEITDNPYMTSIPVNAFQGLCNETLTLKLYNNGFTSVQGYAFNGTKLDAVYLNKNKYLTVIDKDAFGGVYSGPSLLDVSQTSVTALPSKGLEHLKELIARNTWTLKKLPLSLSFLHLTRADLSYPSHCCAFKNQKKIRGILESLMCNESSMQSLRQRKSVNALNSPLHQEYEENLGDSIVGYKEKSKFQDTHNNAHYYVFFEEQEDEIIGFGQELKNPQEETLQAFDSHYDYTICGDSEDMVCTPKSDEFNPCEDIMGYKFLRIVVWFVSLLALLGNVFVLLILLTSHYKLNVPRFLMCNLAFADFCMGMYLLLIASVDLYTHSEYYNHAIDWQTGPGCNTAGFF.... The pIC50 is 7.0. (4) The pIC50 is 8.7. The target protein sequence is YKYKQKPKYQVRWKIIESYEGNSYTFIDPTQLPYNEKWEFPRNNLQFGKTLGAGAFGKVVEATAFGLGKEDAVLKVAVKMLKSTAHADEKEALMSELKIMSHLGQHENIVNLLGACTHGGPVLVITEYCCYGDLLNFLRRKAEAMLGPSLSPGQDPEGGVDYKNIHLEKKYVRRDSGFSSQGVDTYVEMRPVSTSSNDSFSEQDLDKEDGRPLELRDLLHFSSQVAQGMAFLASKNCIHRDVAARNVLLTNGHVAKIGDFGLARDIMNDSNYIVKGNARLPVKWMAPESIFDCVYTVQSDVWSYGILLWEIFSLGLNPYPGILVNSKFYKLVKDGYQMAQPAFAPKNIYSIMQACWALEPTHRPTFQQICSFLQEQAQEDRRERDYTNLPSSSRSGGSGSSSSELEEESSSEHLTCCEQGDIAQPLLQPNNYQFC. The small molecule is Cc1nc(NC(=O)N2CCN(C3CCCC3)C2=O)ccc1Oc1ccnc(-c2cnn(C)c2)c1.